Dataset: Full USPTO retrosynthesis dataset with 1.9M reactions from patents (1976-2016). Task: Predict the reactants needed to synthesize the given product. (1) Given the product [Cl:1][C:2]1[CH:3]=[CH:4][C:5]([S:8]([N:11]([CH2:18][C:19]2[CH:20]=[CH:21][C:22]([C:23]([OH:25])=[O:24])=[CH:27][CH:28]=2)[CH:12]2[CH2:17][CH2:16][CH2:15][CH2:14][CH2:13]2)(=[O:9])=[O:10])=[CH:6][CH:7]=1, predict the reactants needed to synthesize it. The reactants are: [Cl:1][C:2]1[CH:7]=[CH:6][C:5]([S:8]([N:11]([CH2:18][C:19]2[CH:28]=[CH:27][C:22]([C:23]([O:25]C)=[O:24])=[CH:21][CH:20]=2)[CH:12]2[CH2:17][CH2:16][CH2:15][CH2:14][CH2:13]2)(=[O:10])=[O:9])=[CH:4][CH:3]=1.O.[OH-].[Li+].O. (2) Given the product [F:1][C:2]1[CH:7]=[C:6]([CH3:8])[CH:5]=[CH:4][C:3]=1[C:9]1[S:10][C:11]([CH2:15][OH:16])=[C:12]([CH3:14])[N:13]=1, predict the reactants needed to synthesize it. The reactants are: [F:1][C:2]1[CH:7]=[C:6]([CH3:8])[CH:5]=[CH:4][C:3]=1[C:9]1[S:10][C:11]([C:15](OCC)=[O:16])=[C:12]([CH3:14])[N:13]=1.[H-].[H-].[H-].[H-].[Li+].[Al+3]. (3) Given the product [C:1]([O:36][CH:29]1[C:30]2[C:35](=[CH:34][CH:33]=[CH:32][CH:31]=2)[N:27]([CH2:23][CH:24]([CH3:26])[CH3:25])[C:28]1=[O:37])(=[O:8])[C:2]1[CH:7]=[CH:6][CH:5]=[CH:4][CH:3]=1, predict the reactants needed to synthesize it. The reactants are: [C:1](OC1C2C(=CC=C(C)C=2)N(CC)C1=O)(=[O:8])[C:2]1[CH:7]=[CH:6][CH:5]=[CH:4][CH:3]=1.[CH2:23]([N:27]1[C:35]2[C:30](=[CH:31][CH:32]=[CH:33][CH:34]=2)[C:29](=[O:36])[C:28]1=[O:37])[CH:24]([CH3:26])[CH3:25]. (4) Given the product [F:12][C:13]1[CH:21]=[CH:20][C:16]([C:17]([N:3]([O:4][CH3:5])[CH3:2])=[O:18])=[CH:15][CH:14]=1, predict the reactants needed to synthesize it. The reactants are: Cl.[CH3:2][NH:3][O:4][CH3:5].N1C=CC=CC=1.[F:12][C:13]1[CH:21]=[CH:20][C:16]([C:17](Cl)=[O:18])=[CH:15][CH:14]=1. (5) Given the product [CH2:29]([NH:32][CH:8]([C:6]1[N:7]=[C:2]([NH2:1])[N:3]=[C:4]([NH:11][C:12]2[CH:13]=[CH:14][C:15]([O:18][C:19]3[CH:24]=[CH:23][N:22]=[C:21]([C:25]([F:28])([F:26])[F:27])[CH:20]=3)=[CH:16][CH:17]=2)[CH:5]=1)[CH3:9])[CH2:30][CH3:31], predict the reactants needed to synthesize it. The reactants are: [NH2:1][C:2]1[N:7]=[C:6]([C:8](=O)[CH3:9])[CH:5]=[C:4]([NH:11][C:12]2[CH:17]=[CH:16][C:15]([O:18][C:19]3[CH:24]=[CH:23][N:22]=[C:21]([C:25]([F:28])([F:27])[F:26])[CH:20]=3)=[CH:14][CH:13]=2)[N:3]=1.[CH2:29]([NH2:32])[CH2:30][CH3:31].[BH3-]C#N.[Na+]. (6) Given the product [CH2:1]([O:3][C:4](=[O:28])[CH2:5][CH2:6][N:7]([C:21]([O:23][C:24]([CH3:27])([CH3:26])[CH3:25])=[O:22])[CH2:8][C:9]([N:11]1[C:19]2[C:14](=[CH:15][C:16]([O:20][CH2:41][C:38]3[CH:39]=[CH:40][C:35]([C:29]4[CH2:34][CH2:33][CH2:32][CH2:31][CH:30]=4)=[C:36]([C:43]([F:44])([F:45])[F:46])[CH:37]=3)=[CH:17][CH:18]=2)[CH2:13][CH2:12]1)=[O:10])[CH3:2], predict the reactants needed to synthesize it. The reactants are: [CH2:1]([O:3][C:4](=[O:28])[CH2:5][CH2:6][N:7]([C:21]([O:23][C:24]([CH3:27])([CH3:26])[CH3:25])=[O:22])[CH2:8][C:9]([N:11]1[C:19]2[C:14](=[CH:15][C:16]([OH:20])=[CH:17][CH:18]=2)[CH2:13][CH2:12]1)=[O:10])[CH3:2].[C:29]1([C:35]2[CH:40]=[CH:39][C:38]([CH2:41]O)=[CH:37][C:36]=2[C:43]([F:46])([F:45])[F:44])[CH2:34][CH2:33][CH2:32][CH2:31][CH:30]=1.C1(P(C2C=CC=CC=2)C2C=CC=CC=2)C=CC=CC=1.CCOC(/N=N/C(OCC)=O)=O.